From a dataset of Full USPTO retrosynthesis dataset with 1.9M reactions from patents (1976-2016). Predict the reactants needed to synthesize the given product. (1) Given the product [C:19]([C:14]1[CH:13]=[C:12]([N:6]2[C:7]([C:9]([N:21]3[C:22]4[C:24](=[CH:23][CH:35]=[C:33]([N:32]5[CH2:31][CH2:9][CH2:7][CH2:8][CH2:4][C:2]5=[O:3])[CH:34]=4)[CH2:25][CH2:26]3)=[O:11])=[CH:8][C:4]([C:2]([NH2:1])=[O:3])=[N:5]2)[CH:17]=[CH:16][C:15]=1[F:18])#[N:20], predict the reactants needed to synthesize it. The reactants are: [NH2:1][C:2]([C:4]1[CH:8]=[C:7]([C:9]([OH:11])=O)[N:6]([C:12]2[CH:17]=[CH:16][C:15]([F:18])=[C:14]([C:19]#[N:20])[CH:13]=2)[N:5]=1)=[O:3].[N:21]1[CH:26]=[CH:25][CH:24]=[CH:23][CH:22]=1.C(N=[C:31]=[N:32][CH:33]([CH3:35])[CH3:34])(C)C.Cl. (2) Given the product [CH3:29][N:27]1[CH:28]=[C:24]([NH:23][C:20]2[N:19]=[C:18]3[N:14]([CH:10]4[CH2:11][CH2:12][CH2:13][NH:8][CH2:9]4)[N:15]=[CH:16][C:17]3=[CH:22][N:21]=2)[CH:25]=[N:26]1, predict the reactants needed to synthesize it. The reactants are: C(OC([N:8]1[CH2:13][CH2:12][CH2:11][CH:10]([N:14]2[C:18]3=[N:19][C:20]([NH:23][C:24]4[CH:25]=[N:26][N:27]([CH3:29])[CH:28]=4)=[N:21][CH:22]=[C:17]3[CH:16]=[N:15]2)[CH2:9]1)=O)(C)(C)C.FC(F)(F)C(O)=O. (3) Given the product [OH:6][CH2:5][CH:4]([C:7]1[C:16]2[C:11](=[CH:12][CH:13]=[C:14]([O:17][CH3:18])[CH:15]=2)[CH:10]=[CH:9][CH:8]=1)[CH2:3][NH:2][C:26](=[O:29])[CH2:27][CH3:28], predict the reactants needed to synthesize it. The reactants are: Cl.[NH2:2][CH2:3][CH:4]([C:7]1[C:16]2[C:11](=[CH:12][CH:13]=[C:14]([O:17][CH3:18])[CH:15]=2)[CH:10]=[CH:9][CH:8]=1)[CH2:5][OH:6].C(=O)([O-])[O-].[K+].[K+].[Cl-].[CH2:26]([OH:29])[CH2:27][CH3:28]. (4) The reactants are: [NH2:1][CH2:2][CH:3]([OH:6])[CH2:4][OH:5].C(#N)C.[Cl:10][CH2:11][C:12](Cl)=[O:13]. Given the product [Cl:10][CH2:11][C:12]([NH:1][CH2:2][CH:3]([OH:6])[CH2:4][OH:5])=[O:13], predict the reactants needed to synthesize it. (5) The reactants are: [C:1]([O:5][C:6]([N:8]1[C:16]2[C:11](=[CH:12][CH:13]=[C:14]([NH2:17])[CH:15]=2)[C:10]([C:18]2[CH:23]=[CH:22][CH:21]=[CH:20][CH:19]=2)=[N:9]1)=[O:7])([CH3:4])([CH3:3])[CH3:2].Br[C:25]1[CH:30]=[CH:29][C:28]([F:31])=[CH:27][CH:26]=1. Given the product [C:1]([O:5][C:6]([N:8]1[C:16]2[C:11](=[CH:12][CH:13]=[C:14]([NH:17][C:25]3[CH:30]=[CH:29][C:28]([F:31])=[CH:27][CH:26]=3)[CH:15]=2)[C:10]([C:18]2[CH:23]=[CH:22][CH:21]=[CH:20][CH:19]=2)=[N:9]1)=[O:7])([CH3:4])([CH3:2])[CH3:3], predict the reactants needed to synthesize it.